This data is from CYP2C19 inhibition data for predicting drug metabolism from PubChem BioAssay. The task is: Regression/Classification. Given a drug SMILES string, predict its absorption, distribution, metabolism, or excretion properties. Task type varies by dataset: regression for continuous measurements (e.g., permeability, clearance, half-life) or binary classification for categorical outcomes (e.g., BBB penetration, CYP inhibition). Dataset: cyp2c19_veith. (1) The result is 0 (non-inhibitor). The drug is CC[C@@]1(O)C(=O)OCc2c1cc1n(c2=O)Cc2cc3c(CN(C)C)c(O)ccc3nc2-1.Cl. (2) The molecule is COc1ccc(-n2c(=O)c(-c3ccc(F)cc3)nc3cncnc32)cc1. The result is 0 (non-inhibitor). (3) The drug is CCOC(=O)N1CCN(S(=O)(=O)Cc2ccccc2)CC1. The result is 1 (inhibitor). (4) The drug is O=C(CCNC(=O)Cn1ccc2ccccc2c1=O)NCCCN1CCN(c2ccc(F)cc2)CC1. The result is 0 (non-inhibitor).